Regression. Given two drug SMILES strings and cell line genomic features, predict the synergy score measuring deviation from expected non-interaction effect. From a dataset of NCI-60 drug combinations with 297,098 pairs across 59 cell lines. (1) Drug 1: CS(=O)(=O)OCCCCOS(=O)(=O)C. Drug 2: N.N.Cl[Pt+2]Cl. Cell line: OVCAR-5. Synergy scores: CSS=55.7, Synergy_ZIP=-1.67, Synergy_Bliss=-1.15, Synergy_Loewe=-8.32, Synergy_HSA=3.57. (2) Drug 1: C1=CC(=CC=C1CC(C(=O)O)N)N(CCCl)CCCl.Cl. Drug 2: CS(=O)(=O)CCNCC1=CC=C(O1)C2=CC3=C(C=C2)N=CN=C3NC4=CC(=C(C=C4)OCC5=CC(=CC=C5)F)Cl. Cell line: MCF7. Synergy scores: CSS=17.3, Synergy_ZIP=-3.01, Synergy_Bliss=4.67, Synergy_Loewe=-5.60, Synergy_HSA=2.71. (3) Drug 1: CC1OCC2C(O1)C(C(C(O2)OC3C4COC(=O)C4C(C5=CC6=C(C=C35)OCO6)C7=CC(=C(C(=C7)OC)O)OC)O)O. Drug 2: C1CC(=O)NC(=O)C1N2C(=O)C3=CC=CC=C3C2=O. Cell line: MOLT-4. Synergy scores: CSS=70.5, Synergy_ZIP=3.20, Synergy_Bliss=2.55, Synergy_Loewe=-22.9, Synergy_HSA=1.91.